Task: Predict which catalyst facilitates the given reaction.. Dataset: Catalyst prediction with 721,799 reactions and 888 catalyst types from USPTO (1) Reactant: [CH3:1][O:2][C:3]1[CH:43]=[CH:42][C:6]([CH2:7][NH:8][C:9]2[O:10][C:11]([C:14]3[CH:15]=[C:16]4[C:20](=[CH:21][CH:22]=3)[N:19]([S:23]([C:26]3[CH:32]=[CH:31][C:29]([CH3:30])=[CH:28][CH:27]=3)(=[O:25])=[O:24])[CH:18]=[C:17]4B3OC(C)(C)C(C)(C)O3)=[N:12][N:13]=2)=[CH:5][CH:4]=1.Br[C:45]1[CH:50]=[CH:49][C:48]([S:51]([CH3:54])(=[O:53])=[O:52])=[CH:47][N:46]=1.CC(C1C=C(C(C)C)C(C2C=CC=CC=2P(C2CCCCC2)C2CCCCC2)=C(C(C)C)C=1)C.P([O-])([O-])([O-])=O.[K+].[K+].[K+]. Product: [CH3:1][O:2][C:3]1[CH:43]=[CH:42][C:6]([CH2:7][NH:8][C:9]2[O:10][C:11]([C:14]3[CH:15]=[C:16]4[C:20](=[CH:21][CH:22]=3)[N:19]([S:23]([C:26]3[CH:32]=[CH:31][C:29]([CH3:30])=[CH:28][CH:27]=3)(=[O:25])=[O:24])[CH:18]=[C:17]4[C:45]3[CH:50]=[CH:49][C:48]([S:51]([CH3:54])(=[O:53])=[O:52])=[CH:47][N:46]=3)=[N:12][N:13]=2)=[CH:5][CH:4]=1. The catalyst class is: 110. (2) Reactant: [CH3:1][N:2]1[CH2:7][CH2:6][N:5]([C:8]2[CH:13]=[CH:12][C:11]([O:14][CH3:15])=[C:10]([N+:16]([O-])=O)[CH:9]=2)[CH2:4][CH2:3]1. Product: [CH3:15][O:14][C:11]1[CH:12]=[CH:13][C:8]([N:5]2[CH2:4][CH2:3][N:2]([CH3:1])[CH2:7][CH2:6]2)=[CH:9][C:10]=1[NH2:16]. The catalyst class is: 29. (3) Product: [CH3:23][O:21][C:20]([C:4]1[N:3]=[C:2]([Br:1])[C:11]2[C:6]([C:5]=1[OH:19])=[CH:7][CH:8]=[C:9]([S:12][C:13]1[CH:18]=[CH:17][CH:16]=[CH:15][CH:14]=1)[CH:10]=2)=[O:22]. The catalyst class is: 21. Reactant: [Br:1][C:2]1[C:11]2[C:6](=[CH:7][CH:8]=[C:9]([S:12][C:13]3[CH:18]=[CH:17][CH:16]=[CH:15][CH:14]=3)[CH:10]=2)[C:5]([OH:19])=[C:4]([C:20]([OH:22])=[O:21])[N:3]=1.[C:23](=O)([O-])[O-].[K+].[K+].S([O-])(OC)(=O)=O. (4) Reactant: [O:1]1[CH2:6][CH2:5][CH:4]([CH2:7][OH:8])[CH2:3][CH2:2]1.C(N(CC)CC)C.[CH3:16][S:17](Cl)(=[O:19])=[O:18]. Product: [CH3:16][S:17]([O:8][CH2:7][CH:4]1[CH2:5][CH2:6][O:1][CH2:2][CH2:3]1)(=[O:19])=[O:18]. The catalyst class is: 1.